Dataset: Full USPTO retrosynthesis dataset with 1.9M reactions from patents (1976-2016). Task: Predict the reactants needed to synthesize the given product. Given the product [C:9]([C:12]1[C:16]([CH3:17])=[CH:15][N:14]([C:26]2[CH:25]=[CH:24][C:21]([C:22]#[N:23])=[C:20]([Br:19])[CH:27]=2)[C:13]=1[CH3:18])(=[O:11])[CH3:10], predict the reactants needed to synthesize it. The reactants are: [H-].[Na+].CCCCCC.[C:9]([C:12]1[C:16]([CH3:17])=[CH:15][NH:14][C:13]=1[CH3:18])(=[O:11])[CH3:10].[Br:19][C:20]1[CH:27]=[C:26](F)[CH:25]=[CH:24][C:21]=1[C:22]#[N:23].